This data is from Forward reaction prediction with 1.9M reactions from USPTO patents (1976-2016). The task is: Predict the product of the given reaction. Given the reactants [CH3:1][O:2][C:3]([C:5]1[CH2:6][N:7]([C:21]([O:23][C:24]([CH3:27])([CH3:26])[CH3:25])=[O:22])[CH2:8][C:9]2([C:12]=1[O:13][S:14]([C:17]([F:20])([F:19])[F:18])(=[O:16])=[O:15])[CH2:11][CH2:10]2)=[O:4].COC(C1C(=O)C(C)(C)CN(C(OC(C)(C)C)=O)C1)=O, predict the reaction product. The product is: [CH3:1][O:2][C:3]([C:5]1[CH2:6][N:7]([C:21]([O:23][C:24]([CH3:27])([CH3:26])[CH3:25])=[O:22])[CH2:8][C:9]([CH3:11])([CH3:10])[C:12]=1[O:13][S:14]([C:17]([F:18])([F:19])[F:20])(=[O:15])=[O:16])=[O:4].